From a dataset of Full USPTO retrosynthesis dataset with 1.9M reactions from patents (1976-2016). Predict the reactants needed to synthesize the given product. Given the product [F:32][C:33]1[CH:41]=[CH:40][C:36]([C:37]([NH:1][C:2]2[NH:6][N:5]=[C:4]([C:7]3[CH:8]=[CH:9][C:10]([C@@H:13]4[O:18][CH2:17][CH2:16][N:15]([C:19]([O:21][C:22]([CH3:25])([CH3:24])[CH3:23])=[O:20])[CH2:14]4)=[CH:11][CH:12]=3)[CH:3]=2)=[O:38])=[CH:35][CH:34]=1, predict the reactants needed to synthesize it. The reactants are: [NH2:1][C:2]1[NH:6][N:5]=[C:4]([C:7]2[CH:12]=[CH:11][C:10]([C@@H:13]3[O:18][CH2:17][CH2:16][N:15]([C:19]([O:21][C:22]([CH3:25])([CH3:24])[CH3:23])=[O:20])[CH2:14]3)=[CH:9][CH:8]=2)[CH:3]=1.N1C=CC=CC=1.[F:32][C:33]1[CH:41]=[CH:40][C:36]([C:37](Cl)=[O:38])=[CH:35][CH:34]=1.